This data is from Full USPTO retrosynthesis dataset with 1.9M reactions from patents (1976-2016). The task is: Predict the reactants needed to synthesize the given product. (1) Given the product [CH3:1][O:2][C:3]([C:5]1([C:8]2[CH:9]=[CH:10][C:11]([O:14][CH3:15])=[C:12]([CH2:16][Cl:19])[CH:13]=2)[CH2:6][CH2:7]1)=[O:4], predict the reactants needed to synthesize it. The reactants are: [CH3:1][O:2][C:3]([C:5]1([C:8]2[CH:13]=[CH:12][C:11]([O:14][CH3:15])=[CH:10][CH:9]=2)[CH2:7][CH2:6]1)=[O:4].[CH2:16]([Cl:19])OC. (2) The reactants are: [C:1]([C:5]1[CH:10]=[CH:9][C:8]([C:11]2[N:12]([C:30](Cl)=[O:31])[C@H:13]([C:23]3[CH:28]=[CH:27][C:26]([Cl:29])=[CH:25][CH:24]=3)[C@H:14]([C:16]3[CH:21]=[CH:20][C:19]([Cl:22])=[CH:18][CH:17]=3)[N:15]=2)=[C:7]([O:33][CH2:34][CH3:35])[CH:6]=1)([CH3:4])([CH3:3])[CH3:2].[O:36]1[CH2:41][CH2:40][N:39]([CH:42]2[CH2:47][CH2:46][NH:45][CH2:44][CH2:43]2)[CH2:38][CH2:37]1. Given the product [C:1]([C:5]1[CH:10]=[CH:9][C:8]([C:11]2[N:12]([C:30]([N:45]3[CH2:46][CH2:47][CH:42]([N:39]4[CH2:40][CH2:41][O:36][CH2:37][CH2:38]4)[CH2:43][CH2:44]3)=[O:31])[C@H:13]([C:23]3[CH:28]=[CH:27][C:26]([Cl:29])=[CH:25][CH:24]=3)[C@H:14]([C:16]3[CH:17]=[CH:18][C:19]([Cl:22])=[CH:20][CH:21]=3)[N:15]=2)=[C:7]([O:33][CH2:34][CH3:35])[CH:6]=1)([CH3:4])([CH3:2])[CH3:3], predict the reactants needed to synthesize it. (3) Given the product [C:21]([OH:20])(=[O:28])[CH3:24].[I:11][C:10]1[C:3]2[C:4](=[N:5][CH:6]=[N:7][C:2]=2[NH2:1])[N:8]([C@H:12]2[CH2:17][CH2:16][CH2:15][NH:14][CH2:13]2)[N:9]=1, predict the reactants needed to synthesize it. The reactants are: [NH2:1][C:2]1[N:7]=[CH:6][N:5]=[C:4]2[N:8]([C@H:12]3[CH2:17][CH2:16][CH2:15][N:14](C([O:20][C:21]([CH3:24])(C)C)=O)[CH2:13]3)[N:9]=[C:10]([I:11])[C:3]=12.Cl.CC(C)=[O:28]. (4) Given the product [CH3:1][N:2]1[CH:6]=[C:5]([CH:7]=[N:10][OH:11])[CH:4]=[N:3]1, predict the reactants needed to synthesize it. The reactants are: [CH3:1][N:2]1[CH:6]=[C:5]([CH:7]=O)[CH:4]=[N:3]1.Cl.[NH2:10][OH:11].N. (5) Given the product [CH3:11][O:12][C:13](=[O:22])[C:14]1[CH:19]=[CH:18][CH:17]=[CH:16][C:15]=1[CH2:20][O:10][C:8]1[CH:7]=[CH:6][C:3]([C:4]#[N:5])=[C:2]([F:1])[CH:9]=1, predict the reactants needed to synthesize it. The reactants are: [F:1][C:2]1[CH:9]=[C:8]([OH:10])[CH:7]=[CH:6][C:3]=1[C:4]#[N:5].[CH3:11][O:12][C:13](=[O:22])[C:14]1[CH:19]=[CH:18][CH:17]=[CH:16][C:15]=1[CH2:20]Br. (6) Given the product [C:35]([NH:19][C:16]1[CH:17]=[CH:18][C:13]([CH2:12][N:11]([C@H:20]([CH2:24][CH:25]([CH3:27])[CH3:26])[C:21]([NH2:23])=[O:22])[S:8]([C:5]2[CH:4]=[CH:3][C:2]([Cl:1])=[CH:7][CH:6]=2)(=[O:9])=[O:10])=[CH:14][CH:15]=1)(=[O:37])[CH3:36], predict the reactants needed to synthesize it. The reactants are: [Cl:1][C:2]1[CH:7]=[CH:6][C:5]([S:8]([N:11]([C@H:20]([CH2:24][CH:25]([CH3:27])[CH3:26])[C:21]([NH2:23])=[O:22])[CH2:12][C:13]2[CH:18]=[CH:17][C:16]([NH2:19])=[CH:15][CH:14]=2)(=[O:10])=[O:9])=[CH:4][CH:3]=1.CCN(CC)CC.[C:35](Cl)(=[O:37])[CH3:36]. (7) The reactants are: [CH2:1]([O:8][C@@H:9]1[C@@H:21]([O:22][CH2:23][C:24]2[CH:29]=[CH:28][C:27]([O:30][CH3:31])=[CH:26][CH:25]=2)[C@@H:20]([OH:32])[C@@H:19]([CH2:33][O:34][Si:35]([C:38]([CH3:41])([CH3:40])[CH3:39])([CH3:37])[CH3:36])[O:18][C@H:10]1[O:11][CH2:12][CH2:13][Si:14]([CH3:17])([CH3:16])[CH3:15])[C:2]1[CH:7]=[CH:6][CH:5]=[CH:4][CH:3]=1. Given the product [CH2:1]([O:8][C@@H:9]1[C@@H:21]([O:22][CH2:23][C:24]2[CH:29]=[CH:28][C:27]([O:30][CH3:31])=[CH:26][CH:25]=2)[C:20](=[O:32])[C@@H:19]([CH2:33][O:34][Si:35]([C:38]([CH3:41])([CH3:40])[CH3:39])([CH3:37])[CH3:36])[O:18][C@H:10]1[O:11][CH2:12][CH2:13][Si:14]([CH3:15])([CH3:17])[CH3:16])[C:2]1[CH:3]=[CH:4][CH:5]=[CH:6][CH:7]=1, predict the reactants needed to synthesize it.